Task: Predict the reactants needed to synthesize the given product.. Dataset: Full USPTO retrosynthesis dataset with 1.9M reactions from patents (1976-2016) (1) Given the product [F:20][C:21]([F:40])([F:39])[S:22]([O:19][C:16]1[CH2:15][CH2:14][O:13][CH2:18][CH:17]=1)(=[O:24])=[O:23], predict the reactants needed to synthesize it. The reactants are: C(NC(C)C)(C)C.C([Li])CCC.[O:13]1[CH2:18][CH2:17][C:16](=[O:19])[CH2:15][CH2:14]1.[F:20][C:21]([F:40])([F:39])[S:22](N(C1C=CC=CC=1)[S:22]([C:21]([F:40])([F:39])[F:20])(=[O:24])=[O:23])(=[O:24])=[O:23]. (2) Given the product [CH3:1][N:2]([CH3:14])[C:3]([C:5]1[C:9]([NH2:10])=[CH:8][N:7]([CH3:13])[N:6]=1)=[O:4], predict the reactants needed to synthesize it. The reactants are: [CH3:1][N:2]([CH3:14])[C:3]([C:5]1[C:9]([N+:10]([O-])=O)=[CH:8][N:7]([CH3:13])[N:6]=1)=[O:4]. (3) The reactants are: [H-].[Na+].[CH3:3][N:4]([CH3:12])[C:5]1[CH:6]=[C:7]([OH:11])[CH:8]=[CH:9][CH:10]=1.C(OC(Cl)(Cl)Cl)([O:15][C:16](Cl)(Cl)[Cl:17])=O. Given the product [C:16]([Cl:17])(=[O:15])[O:11][C:7]1[CH:8]=[CH:9][CH:10]=[C:5]([N:4]([CH3:12])[CH3:3])[CH:6]=1, predict the reactants needed to synthesize it. (4) Given the product [Cl:1][C:2]1[CH:16]=[CH:15][C:5]([O:6][CH2:7][C:8]([Cl:17])=[O:9])=[CH:4][CH:3]=1, predict the reactants needed to synthesize it. The reactants are: [Cl:1][C:2]1[CH:16]=[CH:15][C:5]([O:6][CH2:7][C:8](OC(C)(C)C)=[O:9])=[CH:4][CH:3]=1.[ClH:17]. (5) Given the product [Br:14][C:15]1[CH:20]=[CH:19][C:18]([N:5]2[CH:6]=[CH:7][C:3]([C:2]([F:13])([F:12])[F:1])=[C:4]2[CH2:8][O:10][C:11]2[CH:34]=[CH:33][C:26]([CH2:27][CH2:28][CH2:29][OH:32])=[C:25]([CH3:24])[C:30]=2[CH3:31])=[CH:17][CH:16]=1, predict the reactants needed to synthesize it. The reactants are: [F:1][C:2]([F:13])([F:12])[C:3]1[CH:7]=[CH:6][NH:5][C:4]=1[C:8]([O:10][CH3:11])=O.[Br:14][C:15]1[CH:20]=[CH:19][C:18](B(O)O)=[CH:17][CH:16]=1.[CH3:24][C:25]1[C:30]([CH3:31])=[C:29]([OH:32])[CH:28]=[CH:27][C:26]=1[CH2:33][CH2:34]C(OCC)=O. (6) Given the product [CH3:21][N:17]1[CH:13]([CH:10]2[CH2:9][CH2:8][C:7]3([O:3][CH2:4][CH2:5][O:6]3)[CH2:12][CH2:11]2)[CH2:14][CH2:15][C:16]1=[O:18], predict the reactants needed to synthesize it. The reactants are: [H-].[Na+].[O:3]1[C:7]2([CH2:12][CH2:11][CH:10]([CH:13]3[NH:17][C:16](=[O:18])[CH2:15][CH2:14]3)[CH2:9][CH2:8]2)[O:6][CH2:5][CH2:4]1.CI.[C:21]([O-])(O)=O.[Na+].